Dataset: Full USPTO retrosynthesis dataset with 1.9M reactions from patents (1976-2016). Task: Predict the reactants needed to synthesize the given product. (1) Given the product [CH3:12][O:6][C:5](=[O:7])[C:4]1[CH:8]=[C:9]([OH:11])[CH:10]=[C:2]([Br:1])[CH:3]=1, predict the reactants needed to synthesize it. The reactants are: [Br:1][C:2]1[CH:3]=[C:4]([CH:8]=[C:9]([OH:11])[CH:10]=1)[C:5]([OH:7])=[O:6].[C:12](Cl)(=O)C. (2) Given the product [F:17][C:2]([F:1])([F:16])[C:3]1[CH:8]=[CH:7][CH:6]=[CH:5][C:4]=1[CH2:9][NH:10][C@H:11]1[CH2:15][CH2:14][N:13]([C:18]([O:20][C:21]([CH3:24])([CH3:23])[CH3:22])=[O:19])[CH2:12]1, predict the reactants needed to synthesize it. The reactants are: [F:1][C:2]([F:17])([F:16])[C:3]1[CH:8]=[CH:7][CH:6]=[CH:5][C:4]=1[CH2:9][NH:10][C@H:11]1[CH2:15][CH2:14][NH:13][CH2:12]1.[C:18](O[C:18]([O:20][C:21]([CH3:24])([CH3:23])[CH3:22])=[O:19])([O:20][C:21]([CH3:24])([CH3:23])[CH3:22])=[O:19]. (3) The reactants are: [N:1]([CH2:4][C:5]([O:7][CH2:8][CH3:9])=[O:6])=[N+:2]=[N-:3].[OH:10][C:11]1([C:16]#N)[CH2:15][CH2:14][CH2:13][CH2:12]1.O=[C:19]1O[C@H]([C@H](CO)O)C([O-])=C1O.[Na+]. Given the product [CH2:8]([O:7][C:5](=[O:6])[CH2:4][N:1]1[CH:19]=[C:16]([C:11]2([OH:10])[CH2:15][CH2:14][CH2:13][CH2:12]2)[N:3]=[N:2]1)[CH3:9], predict the reactants needed to synthesize it. (4) Given the product [CH3:29][N:25]1[C:24]([CH2:23][O:20][C:13]2[C:14]3[CH:15]=[CH:16][CH:17]=[CH:18][C:19]=3[C:10]3[CH:9]=[N:8][N:7]([C:1]4[CH:2]=[CH:3][CH:4]=[CH:5][CH:6]=4)[C:11]=3[N:12]=2)=[N:28][CH:27]=[N:26]1, predict the reactants needed to synthesize it. The reactants are: [C:1]1([N:7]2[C:11]3[NH:12][C:13](=[O:20])[C:14]4[CH:15]=[CH:16][CH:17]=[CH:18][C:19]=4[C:10]=3[CH:9]=[N:8]2)[CH:6]=[CH:5][CH:4]=[CH:3][CH:2]=1.Cl.Cl[CH2:23][C:24]1[N:25]([CH3:29])[N:26]=[CH:27][N:28]=1.C(=O)([O-])[O-].[Cs+].[Cs+].O. (5) Given the product [CH2:1]([Si:4]([CH2:29][CH:30]=[CH2:31])([CH2:26][CH:27]=[CH2:28])[CH2:5][CH2:6][CH2:7][Si:8]([CH2:13][CH2:14][CH2:15][Si:16]([CH2:17][CH:18]=[CH2:19])([CH2:20][CH:21]=[CH2:22])[CH2:23][CH:24]=[CH2:25])([C:32]([CH3:35])([CH3:34])[CH3:33])[O:11][CH3:12])[CH:2]=[CH2:3], predict the reactants needed to synthesize it. The reactants are: [CH2:1]([Si:4]([CH2:29][CH:30]=[CH2:31])([CH2:26][CH:27]=[CH2:28])[CH2:5][CH2:6][CH2:7][Si:8]([CH2:13][CH2:14][CH2:15][Si:16]([CH2:23][CH:24]=[CH2:25])([CH2:20][CH:21]=[CH2:22])[CH2:17][CH:18]=[CH2:19])([O:11][CH3:12])OC)[CH:2]=[CH2:3].[C:32]([Li])([CH3:35])([CH3:34])[CH3:33]. (6) Given the product [CH3:15][O:1][CH2:2][C:3]1[CH:11]=[CH:10][C:6]([C:7]([O:20][CH3:19])=[O:8])=[CH:5][CH:4]=1, predict the reactants needed to synthesize it. The reactants are: [OH:1][CH2:2][C:3]1[CH:11]=[CH:10][C:6]([C:7](O)=[O:8])=[CH:5][CH:4]=1.[H-].[Na+].I[CH3:15].CN([CH:19]=[O:20])C. (7) Given the product [CH3:1][O:2][C:3]1[CH:4]=[C:5]2[C:10](=[CH:11][C:12]=1[O:13][CH3:14])[N:9]=[CH:8][N:7]=[C:6]2[S:15][C:16]1[CH:17]=[C:18]([NH:19][C:39]([NH:38][C:30]2[CH:31]=[C:32]([C:34]([F:36])([F:37])[F:35])[CH:33]=[C:28]([O:27][CH2:26][CH2:25][O:24][CH3:23])[CH:29]=2)=[O:40])[CH:20]=[CH:21][CH:22]=1, predict the reactants needed to synthesize it. The reactants are: [CH3:1][O:2][C:3]1[CH:4]=[C:5]2[C:10](=[CH:11][C:12]=1[O:13][CH3:14])[N:9]=[CH:8][N:7]=[C:6]2[S:15][C:16]1[CH:17]=[C:18]([CH:20]=[CH:21][CH:22]=1)[NH2:19].[CH3:23][O:24][CH2:25][CH2:26][O:27][C:28]1[CH:29]=[C:30]([NH:38][C:39](=O)[O-:40])[CH:31]=[C:32]([C:34]([F:37])([F:36])[F:35])[CH:33]=1. (8) Given the product [OH:4][C@H:5]([CH2:32][N:33]1[CH2:37][CH2:36][CH2:35][CH2:34]1)[CH2:6][O:7][C:8]1[CH:17]=[C:16]2[C:11]([C:12]([O:18][C:19]3[C:20]([F:29])=[C:21]4[C:25](=[CH:26][CH:27]=3)[NH:24][C:23]([CH3:28])=[CH:22]4)=[N:13][CH:14]=[N:15]2)=[CH:10][C:9]=1[O:30][CH3:31], predict the reactants needed to synthesize it. The reactants are: C([O:4][C@H:5]([CH2:32][N:33]1[CH2:37][CH2:36][CH2:35][CH2:34]1)[CH2:6][O:7][C:8]1[CH:17]=[C:16]2[C:11]([C:12]([O:18][C:19]3[C:20]([F:29])=[C:21]4[C:25](=[CH:26][CH:27]=3)[NH:24][C:23]([CH3:28])=[CH:22]4)=[N:13][CH:14]=[N:15]2)=[CH:10][C:9]=1[O:30][CH3:31])(=O)C.N. (9) The reactants are: C([O:8][C:9]1[CH:14]=[CH:13][C:12]([CH:15]([N:17]([CH:33]2[CH2:35][CH2:34]2)[C:18]([C@@H:20]2[O:25][CH2:24][CH2:23][N:22]([C:26]([O:28][C:29]([CH3:32])([CH3:31])[CH3:30])=[O:27])[CH2:21]2)=[O:19])[CH3:16])=[CH:11][C:10]=1[O:36][CH2:37][CH2:38][CH2:39][O:40][CH3:41])C1C=CC=CC=1. Given the product [CH:33]1([N:17]([C@@H:15]([C:12]2[CH:13]=[CH:14][C:9]([OH:8])=[C:10]([O:36][CH2:37][CH2:38][CH2:39][O:40][CH3:41])[CH:11]=2)[CH3:16])[C:18]([C@@H:20]2[O:25][CH2:24][CH2:23][N:22]([C:26]([O:28][C:29]([CH3:31])([CH3:30])[CH3:32])=[O:27])[CH2:21]2)=[O:19])[CH2:34][CH2:35]1, predict the reactants needed to synthesize it. (10) Given the product [F:13][C:14]([F:25])([F:24])[C:15]1[CH:20]=[CH:19][CH:18]=[CH:17][C:16]=1[C:5]1[N:10]=[C:9]([CH:11]=[O:12])[CH:8]=[CH:7][CH:6]=1, predict the reactants needed to synthesize it. The reactants are: B(O)O.Br[C:5]1[N:10]=[C:9]([CH:11]=[O:12])[CH:8]=[CH:7][CH:6]=1.[F:13][C:14]([F:25])([F:24])[C:15]1[CH:20]=[CH:19][CH:18]=[CH:17][C:16]=1B(O)O.